Dataset: Forward reaction prediction with 1.9M reactions from USPTO patents (1976-2016). Task: Predict the product of the given reaction. (1) Given the reactants CS(O[CH2:6][CH2:7][CH2:8][O:9][C:10]1[CH:15]=[CH:14][CH:13]=[C:12]([CH:16]=[O:17])[CH:11]=1)(=O)=O.FC(F)(F)C(O)=O.[CH3:25][C:26]1[S:27][CH:28]=[C:29]([C:31]([N:33]2[CH2:38][C:37]3([CH2:43][CH2:42][NH:41][CH2:40][CH2:39]3)[O:36][CH2:35][CH2:34]2)=[O:32])[N:30]=1.C(N(CC)CC)C, predict the reaction product. The product is: [CH3:25][C:26]1[S:27][CH:28]=[C:29]([C:31]([N:33]2[CH2:38][C:37]3([CH2:43][CH2:42][N:41]([CH2:6][CH2:7][CH2:8][O:9][C:10]4[CH:11]=[C:12]([CH:13]=[CH:14][CH:15]=4)[CH:16]=[O:17])[CH2:40][CH2:39]3)[O:36][CH2:35][CH2:34]2)=[O:32])[N:30]=1. (2) Given the reactants [NH2:1][C:2]1[CH:3]=[N:4][CH:5]=[CH:6][C:7]=1[N:8]1[CH2:13][C@H:12]([C:14]([F:17])([F:16])[F:15])[CH2:11][C@H:10]([NH:18][C:19](=[O:25])[O:20][C:21]([CH3:24])([CH3:23])[CH3:22])[CH2:9]1.[C:26]([O:30][C:31]([NH:33][C:34]1[O:42][C:41]2[C:36](=[N:37][CH:38]=[C:39]([C:43]3[CH:44]=[N:45][CH:46]=[N:47][CH:48]=3)[CH:40]=2)[C:35]=1[C:49](O)=[O:50])=[O:32])([CH3:29])([CH3:28])[CH3:27].CCN(C(C)C)C(C)C.CN(C(ON1N=NC2C=CC=NC1=2)=[N+](C)C)C.F[P-](F)(F)(F)(F)F, predict the reaction product. The product is: [C:26]([O:30][C:31]([NH:33][C:34]1[O:42][C:41]2[C:36](=[N:37][CH:38]=[C:39]([C:43]3[CH:48]=[N:47][CH:46]=[N:45][CH:44]=3)[CH:40]=2)[C:35]=1[C:49]([NH:1][C:2]1[CH:3]=[N:4][CH:5]=[CH:6][C:7]=1[N:8]1[CH2:13][C@H:12]([C:14]([F:16])([F:15])[F:17])[CH2:11][C@H:10]([NH:18][C:19](=[O:25])[O:20][C:21]([CH3:22])([CH3:24])[CH3:23])[CH2:9]1)=[O:50])=[O:32])([CH3:29])([CH3:27])[CH3:28]. (3) Given the reactants [OH-].[Na+].[CH3:3][N:4]1[CH2:9][CH2:8][CH:7]([CH:10]2[C:19]3[CH:20]=[C:21]([S:24][CH2:25][C:26]([O:28]C)=[O:27])[CH:22]=[CH:23][C:18]=3[O:17][CH2:16][C:15]3[CH:14]=[CH:13][S:12][C:11]2=3)[CH2:6][CH2:5]1, predict the reaction product. The product is: [CH3:3][N:4]1[CH2:9][CH2:8][C:7](=[C:10]2[C:19]3[CH:20]=[C:21]([S:24][CH2:25][C:26]([OH:28])=[O:27])[CH:22]=[CH:23][C:18]=3[O:17][CH2:16][C:15]3[CH:14]=[CH:13][S:12][C:11]2=3)[CH2:6][CH2:5]1. (4) Given the reactants C(OC(=O)[NH:7][CH:8]([C:19]([N:21]1[CH2:26][CH2:25][CH:24]([CH3:27])[CH2:23][CH2:22]1)=[O:20])[CH2:9][CH2:10][C:11]1[CH:16]=[CH:15][CH:14]=[CH:13][C:12]=1[C:17]#[N:18])(C)(C)C.[NH:29]1[C:37]2[CH:36]=[CH:35][CH:34]=[C:33]([S:38](Cl)(=[O:40])=[O:39])[C:32]=2[CH:31]=[CH:30]1, predict the reaction product. The product is: [C:17]([C:12]1[CH:13]=[CH:14][CH:15]=[CH:16][C:11]=1[CH2:10][CH2:9][CH:8]([NH:7][S:38]([C:33]1[C:32]2[CH:31]=[CH:30][NH:29][C:37]=2[CH:36]=[CH:35][CH:34]=1)(=[O:39])=[O:40])[C:19]([N:21]1[CH2:22][CH2:23][CH:24]([CH3:27])[CH2:25][CH2:26]1)=[O:20])#[N:18].